This data is from Forward reaction prediction with 1.9M reactions from USPTO patents (1976-2016). The task is: Predict the product of the given reaction. (1) Given the reactants Br[C:2]1[CH:3]=[C:4]([CH:9]=[CH:10][C:11]([O:13]CC)=[O:12])[CH:5]=[CH:6][C:7]=1[OH:8].[CH3:16][O:17][CH2:18][O:19][C:20]1[C:21](B(O)O)=[CH:22][C:23]2[C:24]([CH3:33])([CH3:32])[CH2:25][CH2:26][C:27]([CH3:31])([CH3:30])[C:28]=2[CH:29]=1, predict the reaction product. The product is: [OH:8][C:7]1[CH:6]=[CH:5][C:4]([CH:9]=[CH:10][C:11]([OH:13])=[O:12])=[CH:3][C:2]=1[C:21]1[C:20]([O:19][CH2:18][O:17][CH3:16])=[CH:29][C:28]2[C:27]([CH3:31])([CH3:30])[CH2:26][CH2:25][C:24]([CH3:33])([CH3:32])[C:23]=2[CH:22]=1. (2) Given the reactants C(=O)([O-])[O-].[K+].[K+].[Cl:7][C:8]1[CH:9]=[C:10]([CH2:15][N:16]=[N+:17]=[N-:18])[CH:11]=[CH:12][C:13]=1[Cl:14].[C:19]([O:25][CH3:26])(=[O:24])[CH2:20][C:21]([CH3:23])=O.O, predict the reaction product. The product is: [Cl:7][C:8]1[CH:9]=[C:10]([CH2:15][N:16]2[C:21]([CH3:23])=[C:20]([C:19]([O:25][CH3:26])=[O:24])[N:18]=[N:17]2)[CH:11]=[CH:12][C:13]=1[Cl:14]. (3) Given the reactants CN([CH:4]=[C:5]([C:11](=O)[CH3:12])[C:6]([O:8][CH2:9][CH3:10])=[O:7])C.Cl.[C:15]([NH2:18])(=[NH:17])[CH3:16].CC[O-].[Na+], predict the reaction product. The product is: [CH3:16][C:15]1[N:18]=[C:11]([CH3:12])[C:5]([C:6]([O:8][CH2:9][CH3:10])=[O:7])=[CH:4][N:17]=1.